Predict the reaction yield, written as a fraction of the theoretical maximum amount of product (1.0 means a 100% yield; for example, 0.34 means a 34% yield). From a dataset of Reaction yield outcomes from USPTO patents with 853,638 reactions. (1) The reactants are [CH3:1][C:2]1[CH:3]=[CH:4][CH:5]=[CH:6][C:7]=1[NH2:8].CCN(CC)CC.[CH3:16][C:17]([CH3:22])([CH3:21])[C:18](Cl)=[O:19]. The catalyst is C(Cl)Cl. The product is [CH3:16][C:17]([CH3:22])([CH3:21])[C:18]([NH:8][C:7]1[CH:6]=[CH:5][CH:4]=[CH:3][C:2]=1[CH3:1])=[O:19]. The yield is 0.920. (2) The reactants are [H-].[H-].[H-].[H-].[Li+].[Al+3].C[O:8][C:9]([C:11]1[N:12]([CH:16]2[C:25]3[C:20](=[CH:21][CH:22]=[CH:23][CH:24]=3)[N:19](C(=O)C3C=CC=CC=3)[CH2:18][C:17]2([CH3:35])[CH3:34])[CH:13]=[N:14][CH:15]=1)=O.[F-].[Na+].O. The catalyst is C1COCC1. The product is [CH3:34][C:17]1([CH3:35])[CH:16]([N:12]2[C:11]([CH2:9][OH:8])=[CH:15][N:14]=[CH:13]2)[C:25]2[C:20](=[CH:21][CH:22]=[CH:23][CH:24]=2)[NH:19][CH2:18]1. The yield is 0.345. (3) The reactants are [NH2:1][C:2](=[S:25])[CH2:3][CH2:4][C@@H:5]([NH:17][C:18](=[O:24])[O:19][C:20]([CH3:23])([CH3:22])[CH3:21])[CH2:6][C:7]1[CH:12]=[CH:11][C:10]([C:13]([F:16])([F:15])[F:14])=[CH:9][CH:8]=1.Cl[CH2:27][CH:28]=O. The catalyst is C1COCC1.CCOC(C)=O. The product is [S:25]1[CH:28]=[CH:27][N:1]=[C:2]1[CH2:3][CH2:4][C@@H:5]([NH:17][C:18](=[O:24])[O:19][C:20]([CH3:21])([CH3:22])[CH3:23])[CH2:6][C:7]1[CH:8]=[CH:9][C:10]([C:13]([F:16])([F:15])[F:14])=[CH:11][CH:12]=1. The yield is 0.930.